From a dataset of Forward reaction prediction with 1.9M reactions from USPTO patents (1976-2016). Predict the product of the given reaction. (1) Given the reactants [C:1]([O:5][C:6]([N:8]1[CH2:13][CH2:12][CH2:11][CH:10](C(O)=O)[CH2:9]1)=[O:7])([CH3:4])([CH3:3])[CH3:2].C1(P(N=[N+]=[N-])(C2C=CC=CC=2)=[O:24])C=CC=CC=1.[NH2:34][C:35]1[CH:44]=[CH:43][CH:42]=[C:41]2[C:36]=1[CH:37]=[CH:38][N:39]=[CH:40]2.C([N:47]([CH2:50]C)CC)C, predict the reaction product. The product is: [C:1]([O:5][C:6]([N:8]1[CH2:13][CH2:12][CH2:11][CH:10]([NH:47][C:50]([NH:34][C:35]2[CH:44]=[CH:43][CH:42]=[C:41]3[C:36]=2[CH:37]=[CH:38][N:39]=[CH:40]3)=[O:24])[CH2:9]1)=[O:7])([CH3:2])([CH3:3])[CH3:4]. (2) Given the reactants [NH2:1][C:2]1[C:7]([C:8]2[CH:13]=[CH:12][C:11]([OH:14])=[CH:10][CH:9]=2)=[N:6][C:5](Br)=[CH:4][N:3]=1.[N:16]1([C:22]([C:24]2[CH:29]=[CH:28][C:27](B(O)O)=[CH:26][CH:25]=2)=[O:23])[CH2:21][CH2:20][O:19][CH2:18][CH2:17]1.C([O-])([O-])=O.[Na+].[Na+], predict the reaction product. The product is: [NH2:1][C:2]1[C:7]([C:8]2[CH:13]=[CH:12][C:11]([OH:14])=[CH:10][CH:9]=2)=[N:6][C:5]([C:27]2[CH:26]=[CH:25][C:24]([C:22]([N:16]3[CH2:21][CH2:20][O:19][CH2:18][CH2:17]3)=[O:23])=[CH:29][CH:28]=2)=[CH:4][N:3]=1. (3) Given the reactants [Cl:1][C:2]1[CH:3]=[C:4]2[C:8](=[CH:9][CH:10]=1)[N:7]([CH2:11][CH2:12][C:13](O)=[O:14])[C:6]([C:16]1[CH:21]=[CH:20][CH:19]=[CH:18][N:17]=1)=[C:5]2[CH3:22].[H-].[H-].[H-].[H-].[Li+].[Al+3], predict the reaction product. The product is: [Cl:1][C:2]1[CH:3]=[C:4]2[C:8](=[CH:9][CH:10]=1)[N:7]([CH2:11][CH2:12][CH2:13][OH:14])[C:6]([C:16]1[CH:21]=[CH:20][CH:19]=[CH:18][N:17]=1)=[C:5]2[CH3:22]. (4) Given the reactants [NH2:1][C:2]1[CH:3]=[C:4]([CH:19]=[CH:20][CH:21]=1)[O:5][C:6]1[CH:18]=[CH:17][C:9]2[N:10]=[C:11]([NH:13][C:14](=[O:16])[CH3:15])[S:12][C:8]=2[CH:7]=1.[CH3:22][C:23]([O:27][C:28]1[CH:29]=[C:30]([CH:34]=[CH:35][CH:36]=1)[C:31](O)=[O:32])([CH3:26])[C:24]#[CH:25].F[P-](F)(F)(F)(F)F.N1(OC(N(C)C)=[N+](C)C)C2N=CC=CC=2N=N1.O, predict the reaction product. The product is: [C:14]([NH:13][C:11]1[S:12][C:8]2[CH:7]=[C:6]([O:5][C:4]3[CH:3]=[C:2]([NH:1][C:31](=[O:32])[C:30]4[CH:34]=[CH:35][CH:36]=[C:28]([O:27][C:23]([CH3:22])([CH3:26])[C:24]#[CH:25])[CH:29]=4)[CH:21]=[CH:20][CH:19]=3)[CH:18]=[CH:17][C:9]=2[N:10]=1)(=[O:16])[CH3:15].